Dataset: NCI-60 drug combinations with 297,098 pairs across 59 cell lines. Task: Regression. Given two drug SMILES strings and cell line genomic features, predict the synergy score measuring deviation from expected non-interaction effect. (1) Drug 1: C1=CN(C(=O)N=C1N)C2C(C(C(O2)CO)O)O.Cl. Drug 2: C1C(C(OC1N2C=NC3=C2NC=NCC3O)CO)O. Cell line: MCF7. Synergy scores: CSS=9.06, Synergy_ZIP=-3.76, Synergy_Bliss=-1.93, Synergy_Loewe=0.329, Synergy_HSA=1.10. (2) Drug 1: CC1OCC2C(O1)C(C(C(O2)OC3C4COC(=O)C4C(C5=CC6=C(C=C35)OCO6)C7=CC(=C(C(=C7)OC)O)OC)O)O. Drug 2: CC1C(C(CC(O1)OC2CC(CC3=C2C(=C4C(=C3O)C(=O)C5=CC=CC=C5C4=O)O)(C(=O)C)O)N)O. Cell line: HOP-62. Synergy scores: CSS=53.0, Synergy_ZIP=-3.80, Synergy_Bliss=-4.19, Synergy_Loewe=-1.23, Synergy_HSA=0.565. (3) Drug 1: C1=C(C(=O)NC(=O)N1)N(CCCl)CCCl. Drug 2: C1=CC=C(C(=C1)C(C2=CC=C(C=C2)Cl)C(Cl)Cl)Cl. Cell line: SNB-75. Synergy scores: CSS=19.5, Synergy_ZIP=-5.36, Synergy_Bliss=-0.926, Synergy_Loewe=-10.9, Synergy_HSA=-0.924.